The task is: Predict the reaction yield, written as a fraction of the theoretical maximum amount of product (1.0 means a 100% yield; for example, 0.34 means a 34% yield).. This data is from Reaction yield outcomes from USPTO patents with 853,638 reactions. (1) The reactants are [F:1][C:2]1[CH:15]=[CH:14][C:5]([O:6][C:7]2[CH:13]=[CH:12][C:10]([NH2:11])=[CH:9][CH:8]=2)=[CH:4][CH:3]=1.[CH:16](=O)[CH2:17][CH2:18][CH3:19].[BH-](OC(C)=O)(OC(C)=O)OC(C)=O.[Na+]. The catalyst is ClCCCl. The product is [CH2:16]([NH:11][C:10]1[CH:12]=[CH:13][C:7]([O:6][C:5]2[CH:14]=[CH:15][C:2]([F:1])=[CH:3][CH:4]=2)=[CH:8][CH:9]=1)[CH2:17][CH2:18][CH3:19]. The yield is 0.620. (2) The reactants are [CH3:1][C:2]1[C:10]([O:11][C@@H:12]2[CH2:17][CH2:16][C@H:15]([N:18]3[C:26](=[O:27])[C:25]4[C:20](=[CH:21][CH:22]=[CH:23][CH:24]=4)[C:19]3=[O:28])[CH2:14][CH2:13]2)=[CH:9][CH:8]=[C:7]2[C:3]=1[CH:4]=[N:5][NH:6]2.[O:29]1[CH:34]=[CH:33][CH2:32][CH2:31][CH2:30]1.O.C1(C)C=CC(S(O)(=O)=O)=CC=1. The catalyst is O1CCCC1. The product is [CH3:1][C:2]1[C:10]([O:11][C@@H:12]2[CH2:17][CH2:16][C@H:15]([N:18]3[C:19](=[O:28])[C:20]4[C:25](=[CH:24][CH:23]=[CH:22][CH:21]=4)[C:26]3=[O:27])[CH2:14][CH2:13]2)=[CH:9][CH:8]=[C:7]2[C:3]=1[CH:4]=[N:5][N:6]2[CH:30]1[CH2:31][CH2:32][CH2:33][CH2:34][O:29]1. The yield is 0.820. (3) The reactants are [C:1]([O:5][C:6]([N:8]1[CH2:12][CH2:11][C@H:10]([OH:13])[CH2:9]1)=[O:7])([CH3:4])([CH3:3])[CH3:2].[CH:14](I)([CH3:16])[CH3:15]. The catalyst is [Ag-]=O. The product is [CH:14]([O:13][C@H:10]1[CH2:11][CH2:12][N:8]([C:6]([O:5][C:1]([CH3:4])([CH3:2])[CH3:3])=[O:7])[CH2:9]1)([CH3:16])[CH3:15]. The yield is 0.410. (4) The reactants are [CH3:1][C:2]([CH3:7])([CH3:6])[CH2:3][CH:4]=O.[CH3:8][C:9]1[CH:25]=[C:24]([C:26]([N:28]2[CH2:37][C:36]3[CH:35]=[N:34][N:33]([CH3:38])[C:32]=3[NH:31][C:30]3[CH:39]=[CH:40][CH:41]=[CH:42][C:29]2=3)=[O:27])[CH:23]=[CH:22][C:10]=1[CH2:11][NH:12][C:13](=[O:21])[CH2:14][CH:15]1[CH2:20][CH2:19][NH:18][CH2:17][CH2:16]1.C([BH3-])#N.[Na+]. The catalyst is CO.C(O)(=O)C. The product is [CH3:1][C:2]([CH3:7])([CH3:6])[CH2:3][CH2:4][N:18]1[CH2:17][CH2:16][CH:15]([CH2:14][C:13]([NH:12][CH2:11][C:10]2[CH:22]=[CH:23][C:24]([C:26]([N:28]3[CH2:37][C:36]4[CH:35]=[N:34][N:33]([CH3:38])[C:32]=4[NH:31][C:30]4[CH:39]=[CH:40][CH:41]=[CH:42][C:29]3=4)=[O:27])=[CH:25][C:9]=2[CH3:8])=[O:21])[CH2:20][CH2:19]1. The yield is 0.750. (5) The reactants are C(NC(C)C)(C)C.[CH2:8]([Li])[CH2:9][CH2:10][CH3:11].[CH3:13][O:14][C:15](=[O:25])[CH2:16][C:17]1[CH:22]=[CH:21][C:20]([S:23][CH3:24])=[CH:19][CH:18]=1.[O:26]1CCC[CH2:27]1. The catalyst is CN1CCCN(C)C1=O.[Au]. The product is [CH3:13][O:14][C:15](=[O:25])[CH:16]([C:17]1[CH:22]=[CH:21][C:20]([S:23][CH3:24])=[CH:19][CH:18]=1)[CH2:11][C@H:10]1[CH2:9][CH2:8][CH2:27][O:26]1. The yield is 0.390. (6) The reactants are [CH3:1][C:2]1[CH:10]=[C:9]([Br:11])[CH:8]=[CH:7][C:3]=1[C:4]([OH:6])=[O:5].[CH2:12](O)[C:13]1[CH:18]=[CH:17][CH:16]=[CH:15][CH:14]=1.N1C=CC=CC=1. No catalyst specified. The product is [Br:11][C:9]1[CH:8]=[CH:7][C:3]([C:4]([O:6][CH2:12][C:13]2[CH:18]=[CH:17][CH:16]=[CH:15][CH:14]=2)=[O:5])=[C:2]([CH3:1])[CH:10]=1. The yield is 0.800. (7) The reactants are [OH-].[CH3:2][SH2+].[CH:4]1[C:20]2[CH2:19][C@H:18]3[N:21]([CH2:23][CH2:24][C@@:10]45[C@H:17]3[CH:16]=[CH:15][C@H:13]([OH:14])[C@@H:11]4[O:12][C:8]([C:9]=25)=[C:6]([OH:7])[CH:5]=1)[CH3:22]. The catalyst is CO. The product is [CH3:22][N:21]1[C@@H:18]2[CH2:19][C:20]3[CH:4]=[CH:5][C:6]([O:7][CH3:2])=[C:8]4[O:12][C@H:11]5[C@@H:13]([OH:14])[CH:15]=[CH:16][C@@H:17]2[C@:10]5([C:9]=34)[CH2:24][CH2:23]1. The yield is 0.910.